This data is from Reaction yield outcomes from USPTO patents with 853,638 reactions. The task is: Predict the reaction yield, written as a fraction of the theoretical maximum amount of product (1.0 means a 100% yield; for example, 0.34 means a 34% yield). (1) The reactants are [Cl:1][C:2]1[CH:10]=[CH:9][C:5]([C:6]([NH2:8])=[O:7])=[C:4]([OH:11])[CH:3]=1.N1C=CC=CC=1.Cl[C:19](OCC)=[O:20]. The catalyst is C(#N)C. The product is [Cl:1][C:2]1[CH:10]=[CH:9][C:5]2[C:6](=[O:7])[NH:8][C:19](=[O:20])[O:11][C:4]=2[CH:3]=1. The yield is 0.830. (2) The reactants are [Br:1][C:2]1[CH:3]=[CH:4][C:5]([O:11][CH2:12][CH2:13][CH2:14][CH2:15][CH2:16][CH2:17][CH3:18])=[C:6]([CH:10]=1)[C:7]([OH:9])=O.[CH3:19][O:20][C:21](=[O:38])[C@@H:22]([NH2:37])[CH2:23][C:24]1[CH:29]=[CH:28][C:27]([C:30]2[CH:35]=[CH:34][CH:33]=[CH:32][C:31]=2[OH:36])=[CH:26][CH:25]=1.CN(C(ON1N=NC2C=CC=CC1=2)=[N+](C)C)C.F[P-](F)(F)(F)(F)F.C(N(C(C)C)CC)(C)C. No catalyst specified. The product is [CH3:19][O:20][C:21](=[O:38])[C@@H:22]([NH:37][C:7](=[O:9])[C:6]1[CH:10]=[C:2]([Br:1])[CH:3]=[CH:4][C:5]=1[O:11][CH2:12][CH2:13][CH2:14][CH2:15][CH2:16][CH2:17][CH3:18])[CH2:23][C:24]1[CH:29]=[CH:28][C:27]([C:30]2[CH:35]=[CH:34][CH:33]=[CH:32][C:31]=2[OH:36])=[CH:26][CH:25]=1. The yield is 0.500. (3) The product is [CH3:1][C:16]1[CH:15]=[C:26]([CH3:27])[CH:25]=[CH:24][C:17]=1[O:18][CH2:19][CH2:20][C:21]([OH:23])=[O:22]. The yield is 0.345. The reactants are [CH3:1]C1C=C(C)C=CC=1OCCC#N.C[C:15]1[CH:16]=[C:17]([CH:24]=[CH:25][C:26]=1[CH3:27])[O:18][CH2:19][CH2:20][C:21]([OH:23])=[O:22]. No catalyst specified. (4) The reactants are [CH2:1]([O:3][C:4](=[O:15])[CH:5](Cl)[C:6](=O)[CH2:7][C:8]([O:10][CH2:11][CH3:12])=[O:9])[CH3:2].[Cl:16][C:17]1[CH:25]=[CH:24][C:20]([C:21]([NH2:23])=[S:22])=[CH:19][CH:18]=1.O. The catalyst is CCO. The product is [CH2:1]([O:3][C:4]([C:5]1[S:22][C:21]([C:20]2[CH:24]=[CH:25][C:17]([Cl:16])=[CH:18][CH:19]=2)=[N:23][C:6]=1[CH2:7][C:8]([O:10][CH2:11][CH3:12])=[O:9])=[O:15])[CH3:2]. The yield is 0.810. (5) The reactants are [Br:1][C:2]1[CH:3]=[C:4]([NH2:9])[CH:5]=[CH:6][C:7]=1[Cl:8].C1C(=O)N([I:17])C(=O)C1. The catalyst is CC(O)=O. The product is [Br:1][C:2]1[C:7]([Cl:8])=[CH:6][C:5]([I:17])=[C:4]([NH2:9])[CH:3]=1. The yield is 0.155. (6) The reactants are [OH:1][C:2]1[C:7](=[O:8])[CH:6]=[CH:5][N:4]([CH3:9])[C:3]=1[CH3:10].[N+:11]([C:14]1[CH:19]=[CH:18][C:17]([S:20](Cl)(=[O:22])=[O:21])=[CH:16][CH:15]=1)([O-:13])=[O:12]. The catalyst is N1C=CC=CC=1. The product is [N+:11]([C:14]1[CH:15]=[CH:16][C:17]([S:20]([O:1][C:2]2[C:7](=[O:8])[CH:6]=[CH:5][N:4]([CH3:9])[C:3]=2[CH3:10])(=[O:22])=[O:21])=[CH:18][CH:19]=1)([O-:13])=[O:12]. The yield is 0.500.